From a dataset of Forward reaction prediction with 1.9M reactions from USPTO patents (1976-2016). Predict the product of the given reaction. The product is: [F:20][C:21]([F:26])([F:25])[C:22]([OH:24])=[O:23].[NH2:12][CH:9]1[C:10](=[O:11])[N:4]2[CH:5]([S:6][CH2:7][CH:3]2[C:1]#[N:2])[CH2:8]1. Given the reactants [C:1]([C@@H:3]1[CH2:7][S:6][C@H:5]2[CH2:8][C@@H:9]([NH:12]C(=O)OC(C)(C)C)[C:10](=[O:11])[N:4]12)#[N:2].[F:20][C:21]([F:26])([F:25])[C:22]([OH:24])=[O:23], predict the reaction product.